From a dataset of Forward reaction prediction with 1.9M reactions from USPTO patents (1976-2016). Predict the product of the given reaction. Given the reactants [OH:1][C:2]1[CH:9]=[CH:8][C:5]([CH:6]=O)=[CH:4][CH:3]=1.[CH2:10](Br)[CH:11]=[CH:12][C:13]1[CH:18]=[CH:17][CH:16]=[CH:15][CH:14]=1.C(=O)([O-])[O-].[K+].[K+].[NH2:26][NH:27][C:28]([NH2:30])=[S:29], predict the reaction product. The product is: [CH2:10]([O:1][C:2]1[CH:9]=[CH:8][C:5]([CH:6]=[N:26][NH:27][C:28]([NH2:30])=[S:29])=[CH:4][CH:3]=1)[CH:11]=[CH:12][C:13]1[CH:18]=[CH:17][CH:16]=[CH:15][CH:14]=1.